Dataset: Full USPTO retrosynthesis dataset with 1.9M reactions from patents (1976-2016). Task: Predict the reactants needed to synthesize the given product. (1) Given the product [CH2:1]([N:8]1[CH2:12][CH2:11][C@@H:10]([NH:13][C:14]2[N:15]=[CH:16][C:17](/[CH:20]=[CH:21]/[C:22]([O:24][CH2:25][CH3:26])=[O:23])=[N:18][CH:19]=2)[CH2:9]1)[C:2]1[CH:3]=[CH:4][CH:5]=[CH:6][CH:7]=1, predict the reactants needed to synthesize it. The reactants are: [CH2:1]([N:8]1[CH2:12][CH2:11][C@@H:10]([N:13](C(OC(C)(C)C)=O)[C:14]2[N:15]=[CH:16][C:17](/[CH:20]=[CH:21]/[C:22]([O:24][CH2:25][CH3:26])=[O:23])=[N:18][CH:19]=2)[CH2:9]1)[C:2]1[CH:7]=[CH:6][CH:5]=[CH:4][CH:3]=1.C1(OC)C=CC=CC=1.FC(F)(F)C(O)=O.C([O-])(O)=O.[Na+]. (2) Given the product [C:26]([O:29][C:30]([NH:1][CH:2]([C:4]1[C:13]([C:14]2[CH:19]=[CH:18][CH:17]=[CH:16][CH:15]=2)=[C:12]([C:20]([O:22][CH3:23])=[O:21])[C:11]2[C:6](=[CH:7][CH:8]=[C:9]([F:24])[CH:10]=2)[N:5]=1)[CH3:3])=[O:31])([CH3:28])([CH3:27])[CH3:25], predict the reactants needed to synthesize it. The reactants are: [NH2:1][CH:2]([C:4]1[C:13]([C:14]2[CH:19]=[CH:18][CH:17]=[CH:16][CH:15]=2)=[C:12]([C:20]([O:22][CH3:23])=[O:21])[C:11]2[C:6](=[CH:7][CH:8]=[C:9]([F:24])[CH:10]=2)[N:5]=1)[CH3:3].[CH3:25][C:26]([O:29][C:30](O[C:30]([O:29][C:26]([CH3:28])([CH3:27])[CH3:25])=[O:31])=[O:31])([CH3:28])[CH3:27].CCN(CC)CC. (3) Given the product [C:1]([O:5][C:6]([NH:8][CH2:9][CH2:10][C:11]1[CH:12]=[CH:13][C:14]([NH:17]/[C:18](=[C:27]2\[C:28](=[O:39])[NH:29][C:30]3[C:35]\2=[CH:34][C:33]([N+:36]([O-:38])=[O:37])=[CH:32][CH:31]=3)/[C:19]2[CH:24]=[CH:23][C:22]([CH2:25][NH:26][C:40](=[O:42])[CH3:41])=[CH:21][CH:20]=2)=[CH:15][CH:16]=1)=[O:7])([CH3:4])([CH3:2])[CH3:3], predict the reactants needed to synthesize it. The reactants are: [C:1]([O:5][C:6]([NH:8][CH2:9][CH2:10][C:11]1[CH:16]=[CH:15][C:14]([NH:17]/[C:18](=[C:27]2\[C:28](=[O:39])[NH:29][C:30]3[C:35]\2=[CH:34][C:33]([N+:36]([O-:38])=[O:37])=[CH:32][CH:31]=3)/[C:19]2[CH:24]=[CH:23][C:22]([CH2:25][NH2:26])=[CH:21][CH:20]=2)=[CH:13][CH:12]=1)=[O:7])([CH3:4])([CH3:3])[CH3:2].[C:40](OC(=O)C)(=[O:42])[CH3:41]. (4) Given the product [Br:30][C:28]1[CH:29]=[C:24]([C:13]2[C:14]3[N:15]([C:19]([CH2:22][CH3:23])=[CH:20][CH:21]=3)[N:16]=[C:17]([CH3:18])[C:12]=2[CH2:11][CH2:10][OH:9])[CH:25]=[N:26][CH:27]=1, predict the reactants needed to synthesize it. The reactants are: [H-].[H-].[H-].[H-].[Li+].[Al+3].C([O:9][C:10](=O)[CH2:11][C:12]1[C:17]([CH3:18])=[N:16][N:15]2[C:19]([CH2:22][CH3:23])=[CH:20][CH:21]=[C:14]2[C:13]=1[C:24]1[CH:25]=[N:26][CH:27]=[C:28]([Br:30])[CH:29]=1)C.C(C(C(C([O-])=O)O)O)([O-])=O.[Na+].[K+]. (5) Given the product [Cl:46][C:47]1[N:48]=[N:49][C:50]([C:39]2[C:38]3[C:42](=[CH:43][CH:44]=[C:36]([F:35])[CH:37]=3)[NH:41][C:40]=2[CH3:45])=[CH:51][CH:52]=1, predict the reactants needed to synthesize it. The reactants are: ClC1C=C2C(=CC=1)N(CC(O)=O)C(C)=C2C1C2C(=CC=CC=2)C(=O)N(CC2C=CC(Cl)=CC=2)N=1.[F:35][C:36]1[CH:37]=[C:38]2[C:42](=[CH:43][CH:44]=1)[NH:41][C:40]([CH3:45])=[CH:39]2.[Cl:46][C:47]1[N:48]=[N:49][C:50](Cl)=[CH:51][CH:52]=1.[Cl-].[Al+3].[Cl-].[Cl-]. (6) Given the product [Br:1][C:2]1[CH:6]=[CH:5][O:4][C:3]=1[C:11]([OH:10])=[O:21], predict the reactants needed to synthesize it. The reactants are: [Br:1][C:2]1[CH:6]=[CH:5][O:4][CH:3]=1.C1[CH2:11][O:10]CC1.C([N-]C(C)C)(C)C.[Li+].Cl.[OH2:21]. (7) The reactants are: [Br:1][C:2]1[C:3]([Cl:18])=[N:4][CH:5]=[C:6]([CH:17]=1)[C:7]([NH:9][C@@H:10]([CH2:15][OH:16])[CH2:11][CH:12]([CH3:14])[CH3:13])=[O:8].CO[C:21](OC)([CH3:23])[CH3:22]. Given the product [Br:1][C:2]1[CH:17]=[C:6]([C:7]([N:9]2[C@H:10]([CH2:11][CH:12]([CH3:14])[CH3:13])[CH2:15][O:16][C:21]2([CH3:23])[CH3:22])=[O:8])[CH:5]=[N:4][C:3]=1[Cl:18], predict the reactants needed to synthesize it. (8) Given the product [O:7]1[CH2:12][CH2:11][CH:10]([N:1]2[CH2:2][CH2:3][N:21]([C:22]([O:23][C:24]([CH3:27])([CH3:26])[CH3:25])=[O:28])[CH2:5][CH2:6]2)[CH2:9][CH2:8]1, predict the reactants needed to synthesize it. The reactants are: [NH:1]1[CH2:6][CH2:5]O[CH2:3][CH2:2]1.[O:7]1[CH2:12][CH2:11][C:10](=O)[CH2:9][CH2:8]1.O=C1CCC([NH:21][C:22](=[O:28])[O:23][C:24]([CH3:27])([CH3:26])[CH3:25])CC1. (9) Given the product [O:17]=[C:8]([CH2:9][O:10][C:11]1[CH:12]=[CH:13][CH:14]=[CH:15][CH:16]=1)/[CH:7]=[CH:26]/[C@@H:28]1[C@@H:37]2[C@@H:31]([O:32][CH2:33][C@@H:34]([CH2:38][CH2:39][CH2:40][C:41]([O:43][CH:44]([CH3:45])[CH3:46])=[O:42])[CH2:35][CH2:36]2)[CH2:30][C@H:29]1[O:47][CH:48]1[CH2:53][CH2:52][CH2:51][CH2:50][O:49]1, predict the reactants needed to synthesize it. The reactants are: COP([CH2:7][C:8](=[O:17])[CH2:9][O:10][C:11]1[CH:16]=[CH:15][CH:14]=[CH:13][CH:12]=1)(=O)OC.P([O-])([O-])([O-])=O.[K+].[K+].[K+].[CH:26]([C@@H:28]1[C@@H:37]2[C@@H:31]([O:32][CH2:33][C@@H:34]([CH2:38][CH2:39][CH2:40][C:41]([O:43][CH:44]([CH3:46])[CH3:45])=[O:42])[CH2:35][CH2:36]2)[CH2:30][C@H:29]1[O:47][CH:48]1[CH2:53][CH2:52][CH2:51][CH2:50][O:49]1)=O.[Cl-].[NH4+]. (10) Given the product [CH2:27]([C@@H:31]1[N:36]([C:37](=[O:46])[CH:26]=[CH:22][C:18]2[CH:17]=[N:16][CH:21]=[CH:20][CH:19]=2)[CH2:35][C@H:34]([CH3:47])[NH:33][C:32]1=[O:51])[CH:28]([CH3:30])[CH3:29], predict the reactants needed to synthesize it. The reactants are: C([C@@H]1NC[C@H](CC(C)C)NC1=O)C(C)C.[N:16]1[CH:21]=[CH:20][CH:19]=[C:18]([C:22](=[CH2:26])C(O)=O)[CH:17]=1.[CH2:27]([C@@H:31]1[N:36]([C:37](=[O:46])/C=C/C2C=CC=CC=2)[CH2:35][C@H:34]([CH2:47]C(C)C)[NH:33][C:32]1=[O:51])[CH:28]([CH3:30])[CH3:29].